Dataset: Experimentally validated miRNA-target interactions with 360,000+ pairs, plus equal number of negative samples. Task: Binary Classification. Given a miRNA mature sequence and a target amino acid sequence, predict their likelihood of interaction. (1) The protein sequence of the target gene is MRKETPPPLVPPAAREWNLPPNAPACMERQLEAARYRSDGALLLGASSLSGRCWAGSLWLFKDPCAAPNEGFCSAGVQTEAGVADLTWVGERGILVASDSGAVELWELDENETLIVSKFCKYEHDDIVSTVSVLSSGTQAVSGSKDICIKVWDLAQQVVLSSYRAHAAQVTCVAASPHKDSVFLSCSEDNRILLWDTRCPKPASQIGCSAPGYLPTSLAWHPQQSEVFVFGDENGTVSLVDTKSTSCVLSSAVHSQCVTGLVFSPHSVPFLASLSEDCSLAVLDSSLSELFRSQAHRDFV.... Result: 1 (interaction). The miRNA is hsa-miR-7705 with sequence AAUAGCUCAGAAUGUCAGUUCUG. (2) The miRNA is hsa-miR-383-3p with sequence ACAGCACUGCCUGGUCAGA. The protein sequence of the target gene is MHLCGGNGLLTQTDPKEQQRQLKKQKNRAAAQRSRQKHTDKADALHQQHESLEKDNLALRKEIQSLQAELAWWSRTLHVHERLCPMDCASCSAPGLLGCWDQAEGLLGPGPQGQHGCREQLELFQTPGSCYPAQPLSPGPQPHDSPSLLQCPLPSLSLGPAVVAEPPVQLSPSPLLFASHTGSSLQGSSSKLSALQPSLTAQTAPPQPLELEHPTRGKLGSSPDNPSSALGLARLQSREHKPALSAATWQGLVVDPSPHPLLAFPLLSSAQVHF. Result: 0 (no interaction).